The task is: Predict the reactants needed to synthesize the given product.. This data is from Full USPTO retrosynthesis dataset with 1.9M reactions from patents (1976-2016). (1) Given the product [CH:41]1([CH2:46][CH2:47][C:48]([N:12]([CH2:13][C:14]2[CH:29]=[CH:28][C:17]([C:18]([O:20][CH2:21][C:22]3[CH:23]=[CH:24][CH:25]=[CH:26][CH:27]=3)=[O:19])=[CH:16][CH:15]=2)[C:10]2[CH:9]=[CH:8][C:6]3[O:7][C:2]([CH3:31])([CH3:1])[O:3][C:4](=[O:30])[C:5]=3[CH:11]=2)=[O:49])[CH2:45][CH2:44][CH2:43][CH2:42]1, predict the reactants needed to synthesize it. The reactants are: [CH3:1][C:2]1([CH3:31])[O:7][C:6]2[CH:8]=[CH:9][C:10]([NH:12][CH2:13][C:14]3[CH:29]=[CH:28][C:17]([C:18]([O:20][CH2:21][C:22]4[CH:27]=[CH:26][CH:25]=[CH:24][CH:23]=4)=[O:19])=[CH:16][CH:15]=3)=[CH:11][C:5]=2[C:4](=[O:30])[O:3]1.CCN(C(C)C)C(C)C.[CH:41]1([CH2:46][CH2:47][C:48](Cl)=[O:49])[CH2:45][CH2:44][CH2:43][CH2:42]1.Cl. (2) Given the product [F:22][C:3]1[C:2]([NH:1][C:32](=[O:36])[C:33]([CH3:35])=[CH2:34])=[CH:7][CH:6]=[CH:5][C:4]=1[C:8]1[C:9]2[C:16]([C:17]([O:19][CH2:20][CH3:21])=[O:18])=[CH:15][NH:14][C:10]=2[N:11]=[CH:12][N:13]=1, predict the reactants needed to synthesize it. The reactants are: [NH2:1][C:2]1[C:3]([F:22])=[C:4]([C:8]2[C:9]3[C:16]([C:17]([O:19][CH2:20][CH3:21])=[O:18])=[CH:15][NH:14][C:10]=3[N:11]=[CH:12][N:13]=2)[CH:5]=[CH:6][CH:7]=1.CCN(C(C)C)C(C)C.[C:32](Cl)(=[O:36])[C:33]([CH3:35])=[CH2:34]. (3) The reactants are: Cl[C:2]1[N:7]=[C:6]([C:8]2[S:12][C:11]([CH:13]([CH3:15])[CH3:14])=[N:10][C:9]=2[C:16]2[CH:17]=[C:18]([NH:22][S:23]([C:26]3[CH:31]=[CH:30][CH:29]=[CH:28][CH:27]=3)(=[O:25])=[O:24])[CH:19]=[CH:20][CH:21]=2)[CH:5]=[CH:4][N:3]=1.[N:32]1([C:38]2[N:43]=[CH:42][C:41]([NH2:44])=[CH:40][CH:39]=2)[CH2:37][CH2:36][O:35][CH2:34][CH2:33]1. Given the product [CH3:14][CH:13]([C:11]1[S:12][C:8]([C:6]2[CH:5]=[CH:4][N:3]=[C:2]([NH:44][C:41]3[CH:42]=[N:43][C:38]([N:32]4[CH2:33][CH2:34][O:35][CH2:36][CH2:37]4)=[CH:39][CH:40]=3)[N:7]=2)=[C:9]([C:16]2[CH:17]=[C:18]([NH:22][S:23]([C:26]3[CH:31]=[CH:30][CH:29]=[CH:28][CH:27]=3)(=[O:25])=[O:24])[CH:19]=[CH:20][CH:21]=2)[N:10]=1)[CH3:15], predict the reactants needed to synthesize it. (4) Given the product [Br:1][C:2]1[CH:7]=[C:6]([Cl:8])[CH:5]=[CH:4][C:3]=1[CH2:9][Br:10], predict the reactants needed to synthesize it. The reactants are: [Br:1][C:2]1[CH:7]=[C:6]([Cl:8])[CH:5]=[CH:4][C:3]=1[CH3:9].[Br:10]Br.